Dataset: Peptide-MHC class II binding affinity with 134,281 pairs from IEDB. Task: Regression. Given a peptide amino acid sequence and an MHC pseudo amino acid sequence, predict their binding affinity value. This is MHC class II binding data. (1) The peptide sequence is PLHLRYYRITYGETG. The MHC is DRB4_0101 with pseudo-sequence DRB4_0103. The binding affinity (normalized) is 0.341. (2) The peptide sequence is THSWEYWGAQLNAMK. The MHC is DRB1_0701 with pseudo-sequence DRB1_0701. The binding affinity (normalized) is 0.281. (3) The binding affinity (normalized) is 0.736. The MHC is DRB5_0101 with pseudo-sequence DRB5_0101. The peptide sequence is IFFMSPKGISRMSMA. (4) The peptide sequence is EEDIEIIPIQEEKY. The MHC is HLA-DQA10401-DQB10402 with pseudo-sequence HLA-DQA10401-DQB10402. The binding affinity (normalized) is 0.696.